Dataset: Forward reaction prediction with 1.9M reactions from USPTO patents (1976-2016). Task: Predict the product of the given reaction. (1) Given the reactants [NH2:1][C:2]1[C:7]([NH2:8])=[CH:6][CH:5]=[C:4]([Br:9])[N:3]=1.[C:10](OCC)(OCC)(OCC)[CH3:11].C(=O)([O-])[O-].[K+].[K+], predict the reaction product. The product is: [Br:9][C:4]1[N:3]=[C:2]2[N:1]=[C:10]([CH3:11])[NH:8][C:7]2=[CH:6][CH:5]=1. (2) Given the reactants [N+:1]([C:4]1[CH:5]=[C:6]([CH2:10][C:11]([OH:13])=O)[CH:7]=[CH:8][CH:9]=1)([O-:3])=[O:2].C1N=CN(C(N2C=NC=C2)=O)C=1.C(N(CC)CC)C.Cl.[NH:34]1[CH2:37][CH:36]([OH:38])[CH2:35]1, predict the reaction product. The product is: [OH:38][CH:36]1[CH2:37][N:34]([C:11](=[O:13])[CH2:10][C:6]2[CH:7]=[CH:8][CH:9]=[C:4]([N+:1]([O-:3])=[O:2])[CH:5]=2)[CH2:35]1. (3) Given the reactants Cl.[NH2:2][C@H:3]1[CH2:8][CH2:7][C@H:6]([NH:9][C:10]([C:12]2[C:16]3=[N:17][CH:18]=[CH:19][C:20]([C:21]4[CH:26]=[CH:25][C:24]([F:27])=[CH:23][C:22]=4[O:28][CH2:29][CH:30]4[CH2:32][CH2:31]4)=[C:15]3[NH:14][C:13]=2[CH3:33])=[O:11])[CH2:5][CH2:4]1.C([O:37][C@@H:38]([CH3:42])[C:39](Cl)=[O:40])(=O)C, predict the reaction product. The product is: [CH:30]1([CH2:29][O:28][C:22]2[CH:23]=[C:24]([F:27])[CH:25]=[CH:26][C:21]=2[C:20]2[CH:19]=[CH:18][N:17]=[C:16]3[C:12]([C:10]([NH:9][C@H:6]4[CH2:7][CH2:8][C@H:3]([NH:2][C:39](=[O:40])[C@@H:38]([OH:37])[CH3:42])[CH2:4][CH2:5]4)=[O:11])=[C:13]([CH3:33])[NH:14][C:15]=23)[CH2:31][CH2:32]1. (4) Given the reactants Cl[C:2]1[N:7]=[C:6]([NH:8][C:9]2[CH:14]=[CH:13][C:12]([N:15]3[CH2:20][CH2:19][O:18][CH2:17][CH2:16]3)=[CH:11][C:10]=2[O:21][CH3:22])[C:5]([Cl:23])=[CH:4][N:3]=1.[NH2:24][C:25]1[CH:38]=[CH:37][C:28]2[NH:29][C:30](=[O:36])[CH2:31][CH2:32][C:33]([CH3:35])([CH3:34])[C:27]=2[CH:26]=1.Cl.O1CCO[CH2:42][CH2:41]1, predict the reaction product. The product is: [Cl:23][C:5]1[C:6]([NH:8][C:9]2[CH:14]=[CH:13][C:12]([N:15]3[CH2:20][CH2:19][O:18][CH2:17][CH2:16]3)=[CH:11][C:10]=2[O:21][CH3:22])=[N:7][C:2]([NH:24][C:25]2[CH:38]=[CH:37][C:28]3[N:29]([CH2:41][CH3:42])[C:30](=[O:36])[CH2:31][CH2:32][C:33]([CH3:35])([CH3:34])[C:27]=3[CH:26]=2)=[N:3][CH:4]=1. (5) Given the reactants [CH:1]1([CH2:7][C:8]2[N:9]=[C:10]([C:13]3[N:17]=[C:16]([CH2:18][C:19]([CH3:25])([CH3:24])[C:20]([O:22]C)=[O:21])[O:15][N:14]=3)[S:11][CH:12]=2)[CH2:6][CH2:5][CH2:4][CH2:3][CH2:2]1.Br[C:27]1[CH:28]=[C:29]([CH:39]=[C:40]([C:42]2([CH3:45])[CH2:44][CH2:43]2)[CH:41]=1)[C:30]([NH:32][C@@H:33]([CH3:38])[C:34]([F:37])([F:36])[F:35])=[O:31], predict the reaction product. The product is: [CH:1]1([CH2:7][C:8]2[N:9]=[C:10]([C:13]3[N:17]=[C:16]([CH2:18][C:19]([CH3:24])([CH3:25])[C:20]([OH:22])=[O:21])[O:15][N:14]=3)[S:11][C:12]=2[C:27]2[CH:28]=[C:29]([C:30](=[O:31])[NH:32][C@@H:33]([CH3:38])[C:34]([F:37])([F:36])[F:35])[CH:39]=[C:40]([C:42]3([CH3:45])[CH2:44][CH2:43]3)[CH:41]=2)[CH2:2][CH2:3][CH2:4][CH2:5][CH2:6]1. (6) The product is: [O:28]=[S:2]1(=[O:1])[C:8]2[CH:9]=[C:10]([O:15][CH2:30][C:31]([OH:33])=[O:32])[C:11]([S:13][CH3:14])=[CH:12][C:7]=2[N:6]([C:16]2[CH:17]=[CH:18][CH:19]=[CH:20][CH:21]=2)[CH2:5][C:4]([CH2:25][CH2:26][CH3:27])([CH2:22][CH2:23][CH3:24])[CH2:3]1. Given the reactants [O:1]=[S:2]1(=[O:28])[C:8]2[CH:9]=[C:10]([OH:15])[C:11]([S:13][CH3:14])=[CH:12][C:7]=2[N:6]([C:16]2[CH:21]=[CH:20][CH:19]=[CH:18][CH:17]=2)[CH2:5][C:4]([CH2:25][CH2:26][CH3:27])([CH2:22][CH2:23][CH3:24])[CH2:3]1.Br[CH2:30][C:31]([O:33]CC)=[O:32].C(=O)([O-])[O-].[Na+].[Na+].[OH-].[Na+], predict the reaction product. (7) Given the reactants [H-].[Na+].OC(C)(C)[C:5]#[C:6][C:7]1[N:15]=[C:14]2[C:10]([N:11]([CH2:25][O:26][CH2:27][CH2:28][Si:29]([CH3:32])([CH3:31])[CH3:30])[C:12](=[O:24])[N:13]2[C@@H:16]([C:18]2[CH:23]=[CH:22][CH:21]=[CH:20][CH:19]=2)[CH3:17])=[CH:9][N:8]=1, predict the reaction product. The product is: [C:6]([C:7]1[N:15]=[C:14]2[C:10]([N:11]([CH2:25][O:26][CH2:27][CH2:28][Si:29]([CH3:32])([CH3:31])[CH3:30])[C:12](=[O:24])[N:13]2[C@@H:16]([C:18]2[CH:19]=[CH:20][CH:21]=[CH:22][CH:23]=2)[CH3:17])=[CH:9][N:8]=1)#[CH:5].